Dataset: Full USPTO retrosynthesis dataset with 1.9M reactions from patents (1976-2016). Task: Predict the reactants needed to synthesize the given product. (1) Given the product [Cl:1][C:2]1[C:3]([NH:23][C:24]2[CH:28]=[C:27]([CH3:29])[NH:26][N:25]=2)=[N:4][C:5]([NH:8][C:9]2[C:10]([F:22])=[CH:11][C:12]([CH:16]3[CH2:17][CH2:18][N:19]([C:38]([C:36]4[O:35][N:34]=[C:33]([CH:30]([CH3:32])[CH3:31])[N:37]=4)=[O:52])[CH2:20][CH2:21]3)=[C:13]([CH3:15])[CH:14]=2)=[N:6][CH:7]=1, predict the reactants needed to synthesize it. The reactants are: [Cl:1][C:2]1[C:3]([NH:23][C:24]2[CH:28]=[C:27]([CH3:29])[NH:26][N:25]=2)=[N:4][C:5]([NH:8][C:9]2[CH:14]=[C:13]([CH3:15])[C:12]([CH:16]3[CH2:21][CH2:20][NH:19][CH2:18][CH2:17]3)=[CH:11][C:10]=2[F:22])=[N:6][CH:7]=1.[CH:30]([C:33]1[N:37]=[C:36]([C:38](Cl)(Cl)Cl)[O:35][N:34]=1)([CH3:32])[CH3:31].CCN(C(C)C)C(C)C.C[OH:52]. (2) Given the product [C:10]([C:8]1[CH:7]=[CH:6][C:5]([C:12]2[CH:17]=[CH:16][C:15]([O:18][C:19]([F:21])([F:22])[F:20])=[C:14]([CH2:23][NH:24][C@H:25]3[CH2:30][CH2:29][N:28]([C:40](=[O:41])[C:39]([N:38]([CH3:44])[CH3:37])=[O:43])[CH2:27][C@H:26]3[C:31]3[CH:32]=[CH:33][CH:34]=[CH:35][CH:36]=3)[CH:13]=2)=[C:4]([F:3])[CH:9]=1)#[N:11], predict the reactants needed to synthesize it. The reactants are: Cl.Cl.[F:3][C:4]1[CH:9]=[C:8]([C:10]#[N:11])[CH:7]=[CH:6][C:5]=1[C:12]1[CH:17]=[CH:16][C:15]([O:18][C:19]([F:22])([F:21])[F:20])=[C:14]([CH2:23][NH:24][C@H:25]2[CH2:30][CH2:29][NH:28][CH2:27][C@H:26]2[C:31]2[CH:36]=[CH:35][CH:34]=[CH:33][CH:32]=2)[CH:13]=1.[CH3:37][N:38]([CH3:44])[C:39](=[O:43])[C:40](O)=[O:41]. (3) Given the product [CH:25]([NH:24][C:22]([C@H:19]1[CH2:20][CH2:21][C@@H:16]([NH:15][C:13]2[C:12]([N+:28]([O-:30])=[O:29])=[CH:11][N:10]=[C:9]([O:5][CH2:4][CH2:3][O:2][CH3:1])[CH:14]=2)[CH2:17][CH2:18]1)=[O:23])([CH3:27])[CH3:26], predict the reactants needed to synthesize it. The reactants are: [CH3:1][O:2][CH2:3][CH2:4][OH:5].[H-].[Na+].Cl[C:9]1[CH:14]=[C:13]([NH:15][C@@H:16]2[CH2:21][CH2:20][C@H:19]([C:22]([NH:24][CH:25]([CH3:27])[CH3:26])=[O:23])[CH2:18][CH2:17]2)[C:12]([N+:28]([O-:30])=[O:29])=[CH:11][N:10]=1. (4) The reactants are: [NH2:1][CH2:2][C:3]1[CH:18]=[CH:17][C:6]2[N:7]([CH2:12][CH2:13][CH:14]([CH3:16])[CH3:15])[C:8]([CH2:10][OH:11])=[N:9][C:5]=2[CH:4]=1.C(N(C(C)C)CC)(C)C.[C:28](O[C:28]([O:30][C:31]([CH3:34])([CH3:33])[CH3:32])=[O:29])([O:30][C:31]([CH3:34])([CH3:33])[CH3:32])=[O:29]. Given the product [OH:11][CH2:10][C:8]1[N:7]([CH2:12][CH2:13][CH:14]([CH3:15])[CH3:16])[C:6]2[CH:17]=[CH:18][C:3]([CH2:2][NH:1][C:28](=[O:29])[O:30][C:31]([CH3:34])([CH3:33])[CH3:32])=[CH:4][C:5]=2[N:9]=1, predict the reactants needed to synthesize it.